This data is from Peptide-MHC class II binding affinity with 134,281 pairs from IEDB. The task is: Regression. Given a peptide amino acid sequence and an MHC pseudo amino acid sequence, predict their binding affinity value. This is MHC class II binding data. (1) The binding affinity (normalized) is 0.799. The MHC is DRB1_0405 with pseudo-sequence DRB1_0405. The peptide sequence is ARNVRFLPTAAAAQG. (2) The peptide sequence is CLHYTVDKSKPKVYQWFD. The MHC is DRB1_0101 with pseudo-sequence DRB1_0101. The binding affinity (normalized) is 0. (3) The peptide sequence is NRIMADGGSIQNTNL. The MHC is DRB3_0101 with pseudo-sequence DRB3_0101. The binding affinity (normalized) is 0.562.